This data is from Reaction yield outcomes from USPTO patents with 853,638 reactions. The task is: Predict the reaction yield, written as a fraction of the theoretical maximum amount of product (1.0 means a 100% yield; for example, 0.34 means a 34% yield). (1) The reactants are [C:1]([N:5]1[C:9](=[O:10])[C:8](Cl)=[C:7]([C:12]2[CH:17]=[CH:16][CH:15]=[CH:14][CH:13]=2)[S:6]1(=[O:19])=[O:18])([CH3:4])([CH3:3])[CH3:2].[N:20]1([C:25]2[CH:30]=[CH:29][C:28]([NH2:31])=[CH:27][CH:26]=2)[CH2:24][CH2:23][CH2:22][CH2:21]1. The catalyst is CC#N.CN(C=O)C. The product is [C:1]([N:5]1[C:9](=[O:10])[C:8]([NH:31][C:28]2[CH:27]=[CH:26][C:25]([N:20]3[CH2:24][CH2:23][CH2:22][CH2:21]3)=[CH:30][CH:29]=2)=[C:7]([C:12]2[CH:17]=[CH:16][CH:15]=[CH:14][CH:13]=2)[S:6]1(=[O:19])=[O:18])([CH3:4])([CH3:3])[CH3:2]. The yield is 0.690. (2) The reactants are [F:1][C:2]1[CH:3]=[CH:4][C:5]2[C:9]([CH:10]3[CH2:15][CH2:14][N:13]([CH2:16][CH2:17][CH2:18][N:19]4[C:27]5[CH2:26][CH2:25][N:24]([S:28]([CH3:31])(=[O:30])=[O:29])[CH2:23][C:22]=5[C:21]([C:32]5[CH:37]=[CH:36][C:35]([C:38]([F:41])([F:40])[F:39])=[CH:34][CH:33]=5)=[N:20]4)[CH2:12][CH2:11]3)=[C:8]([C:42](O)=[O:43])[S:7][C:6]=2[CH:45]=1.CN(C(O[N:54]1N=[N:61][C:56]2C=CC=C[C:55]1=2)=[N+](C)C)C.F[P-](F)(F)(F)(F)F.CCN(C(C)C)C(C)C.C(N)CN. The catalyst is CN(C=O)C. The product is [NH2:54][CH2:55][CH2:56][NH:61][C:42]([C:8]1[S:7][C:6]2[CH:45]=[C:2]([F:1])[CH:3]=[CH:4][C:5]=2[C:9]=1[CH:10]1[CH2:11][CH2:12][N:13]([CH2:16][CH2:17][CH2:18][N:19]2[C:27]3[CH2:26][CH2:25][N:24]([S:28]([CH3:31])(=[O:29])=[O:30])[CH2:23][C:22]=3[C:21]([C:32]3[CH:33]=[CH:34][C:35]([C:38]([F:40])([F:39])[F:41])=[CH:36][CH:37]=3)=[N:20]2)[CH2:14][CH2:15]1)=[O:43]. The yield is 0.660. (3) The reactants are [CH3:1][O:2][CH:3]([O:6][CH3:7])[CH2:4]Br.[Cl:8][C:9]1[CH:28]=[CH:27][C:12]([NH:13][C:14]2[C:23]3[C:18](=[CH:19][C:20]([OH:26])=[C:21]([O:24][CH3:25])[CH:22]=3)[N:17]=[CH:16][N:15]=2)=[C:11]([F:29])[CH:10]=1.C(=O)([O-])[O-].[K+].[K+]. The catalyst is CN(C=O)C. The product is [Cl:8][C:9]1[CH:28]=[CH:27][C:12]([NH:13][C:14]2[C:23]3[C:18](=[CH:19][C:20]([O:26][CH2:4][CH:3]([O:6][CH3:7])[O:2][CH3:1])=[C:21]([O:24][CH3:25])[CH:22]=3)[N:17]=[CH:16][N:15]=2)=[C:11]([F:29])[CH:10]=1. The yield is 0.350. (4) The reactants are [CH3:1][O:2][CH2:3][C:4]([OH:6])=O.O=C1N(P(Cl)(N2CCOC2=O)=O)CCO1.C(N(CC)CC)C.[Br:29][C:30]1[C:31]([F:40])=[C:32]2[C:38]([NH2:39])=[CH:37][NH:36][C:33]2=[N:34][CH:35]=1.[Li+].[OH-].C([O-])([O-])=O.[Na+].[Na+]. The catalyst is C(Cl)Cl. The product is [Br:29][C:30]1[C:31]([F:40])=[C:32]2[C:38]([NH:39][C:4](=[O:6])[CH2:3][O:2][CH3:1])=[CH:37][NH:36][C:33]2=[N:34][CH:35]=1. The yield is 0.450. (5) The reactants are [OH:1][C:2]1[CH:11]=[CH:10][C:5]([C:6]([O:8][CH3:9])=[O:7])=[CH:4][C:3]=1[O:12][CH3:13].C([O-])([O-])=O.[K+].[K+].Cl[CH2:21][C:22]([CH3:24])=[CH2:23]. The catalyst is CN(C=O)C. The product is [CH3:13][O:12][C:3]1[CH:4]=[C:5]([CH:10]=[CH:11][C:2]=1[O:1][CH2:23][C:22]([CH3:24])=[CH2:21])[C:6]([O:8][CH3:9])=[O:7]. The yield is 1.00. (6) The reactants are [CH2:1]([O:8][C:9]1[CH:14]=[CH:13][C:12]([O:15][C:16]([F:19])([F:18])[F:17])=[CH:11][C:10]=1Br)[C:2]1[CH:7]=[CH:6][CH:5]=[CH:4][CH:3]=1.[CH3:21][N:22]1[C:26](B(O)O)=[CH:25][CH:24]=[N:23]1.C1(P(C2CCCCC2)C2CCCCC2)CCCCC1.P([O-])([O-])([O-])=O.[K+].[K+].[K+]. The catalyst is O1CCOCC1.O.C1(/C=C/C(=O)/C=C/C2C=CC=CC=2)C=CC=CC=1.[Pd]. The product is [CH2:1]([O:8][C:9]1[CH:14]=[CH:13][C:12]([O:15][C:16]([F:19])([F:18])[F:17])=[CH:11][C:10]=1[C:26]1[N:22]([CH3:21])[N:23]=[CH:24][CH:25]=1)[C:2]1[CH:7]=[CH:6][CH:5]=[CH:4][CH:3]=1. The yield is 0.700. (7) The reactants are [Br:1][C:2]1[CH:3]=[C:4]2[C:8](=[CH:9][CH:10]=1)[NH:7][CH:6]=[CH:5]2.[H-].[Na+].[CH:13]([Si:16](Cl)([CH:20]([CH3:22])[CH3:21])[CH:17]([CH3:19])[CH3:18])([CH3:15])[CH3:14].[O-]S([O-])(=O)=O.[Mg+2]. The catalyst is C(Cl)Cl.CN(C=O)C.O. The product is [Br:1][C:2]1[CH:3]=[C:4]2[C:8](=[CH:9][CH:10]=1)[N:7]([Si:16]([CH:20]([CH3:22])[CH3:21])([CH:17]([CH3:19])[CH3:18])[CH:13]([CH3:15])[CH3:14])[CH:6]=[CH:5]2. The yield is 0.850. (8) The reactants are Br[C:2]1[C:3]([N:11]2[CH2:16][CH2:15][N:14]([C:17](=[O:35])[C@H:18]([NH:27][C:28](=[O:34])[O:29][C:30]([CH3:33])([CH3:32])[CH3:31])[CH2:19][C:20]3[CH:25]=[CH:24][C:23]([Cl:26])=[CH:22][CH:21]=3)[CH2:13][CH2:12]2)=[C:4]2[CH:10]=[CH:9][NH:8][C:5]2=[N:6][CH:7]=1.[C:36]1(B(O)O)[CH:41]=[CH:40][CH:39]=[CH:38][CH:37]=1.C([O-])([O-])=O.[K+].[K+]. The product is [Cl:26][C:23]1[CH:22]=[CH:21][C:20]([CH2:19][C@@H:18]([NH:27][C:28](=[O:34])[O:29][C:30]([CH3:32])([CH3:31])[CH3:33])[C:17](=[O:35])[N:14]2[CH2:15][CH2:16][N:11]([C:3]3[C:2]([C:36]4[CH:41]=[CH:40][CH:39]=[CH:38][CH:37]=4)=[CH:7][N:6]=[C:5]4[NH:8][CH:9]=[CH:10][C:4]=34)[CH2:12][CH2:13]2)=[CH:25][CH:24]=1. The yield is 0.100. The catalyst is C1C=CC([P]([Pd]([P](C2C=CC=CC=2)(C2C=CC=CC=2)C2C=CC=CC=2)([P](C2C=CC=CC=2)(C2C=CC=CC=2)C2C=CC=CC=2)[P](C2C=CC=CC=2)(C2C=CC=CC=2)C2C=CC=CC=2)(C2C=CC=CC=2)C2C=CC=CC=2)=CC=1. (9) The reactants are [Cl:1][C:2]1[CH:3]=[C:4]([NH:16][CH2:17][N:18](SC)[C:19]#[N:20])[CH:5]=[C:6]([Cl:15])[C:7]=1[O:8][C:9]1[CH:14]=[CH:13][CH:12]=[CH:11][N:10]=1.[NH2:23][NH2:24]. The catalyst is CCO. The product is [Cl:1][C:2]1[CH:3]=[C:4]([NH:16][C:17]2[N:18]=[C:19]([NH2:20])[NH:24][N:23]=2)[CH:5]=[C:6]([Cl:15])[C:7]=1[O:8][C:9]1[CH:14]=[CH:13][CH:12]=[CH:11][N:10]=1. The yield is 0.670. (10) The reactants are [NH2:1][CH:2]([CH2:7][C:8]1[CH:13]=[C:12]([F:14])[CH:11]=[C:10]([O:15][CH2:16][C:17]2[CH:22]=[CH:21][CH:20]=[CH:19][CH:18]=2)[CH:9]=1)[CH:3]([OH:6])[CH2:4][OH:5].C(N(CC)CC)C.C1C(=O)N([O:37][C:38]([CH2:40][NH:41][C:42]([O:44][CH2:45][C:46]2[CH:51]=[CH:50][CH:49]=[CH:48][CH:47]=2)=[O:43])=O)C(=O)C1. The catalyst is CN(C=O)C. The product is [CH2:45]([O:44][C:42](=[O:43])[NH:41][CH2:40][C:38](=[O:37])[NH:1][CH:2]([CH2:7][C:8]1[CH:13]=[C:12]([F:14])[CH:11]=[C:10]([O:15][CH2:16][C:17]2[CH:22]=[CH:21][CH:20]=[CH:19][CH:18]=2)[CH:9]=1)[CH:3]([OH:6])[CH2:4][OH:5])[C:46]1[CH:51]=[CH:50][CH:49]=[CH:48][CH:47]=1. The yield is 0.590.